This data is from Reaction yield outcomes from USPTO patents with 853,638 reactions. The task is: Predict the reaction yield, written as a fraction of the theoretical maximum amount of product (1.0 means a 100% yield; for example, 0.34 means a 34% yield). The reactants are [C:1]([C:3]1[N:7]2[CH:8]=[CH:9][CH:10]=[CH:11][C:6]2=[N:5][CH:4]=1)#[CH:2].N1C=C(C#C[C:23]2[CH:24]=[C:25]([CH:47]=[CH:48][C:49]=2[CH3:50])[C:26]([NH:28][C:29]2[CH:34]=[CH:33][C:32]([CH2:35][N:36]3[CH2:41][CH2:40][N:39]([CH3:42])[CH2:38][CH2:37]3)=[C:31]([C:43]([F:46])([F:45])[F:44])[CH:30]=2)=[O:27])N2C=CN=CC=12.N#N.C(N(CC)C(C)C)(C)C. The catalyst is [Cu]I.CN(C=O)C. The product is [N:5]1[CH:4]=[C:3]([C:1]#[C:2][C:48]2[CH:47]=[C:25]([CH:24]=[CH:23][C:49]=2[CH3:50])[C:26]([NH:28][C:29]2[CH:34]=[CH:33][C:32]([CH2:35][N:36]3[CH2:41][CH2:40][N:39]([CH3:42])[CH2:38][CH2:37]3)=[C:31]([C:43]([F:46])([F:45])[F:44])[CH:30]=2)=[O:27])[N:7]2[CH:8]=[CH:9][CH:10]=[CH:11][C:6]=12. The yield is 0.530.